This data is from NCI-60 drug combinations with 297,098 pairs across 59 cell lines. The task is: Regression. Given two drug SMILES strings and cell line genomic features, predict the synergy score measuring deviation from expected non-interaction effect. (1) Drug 1: CC=C1C(=O)NC(C(=O)OC2CC(=O)NC(C(=O)NC(CSSCCC=C2)C(=O)N1)C(C)C)C(C)C. Drug 2: C1C(C(OC1N2C=NC(=NC2=O)N)CO)O. Cell line: NCI-H226. Synergy scores: CSS=37.6, Synergy_ZIP=0.740, Synergy_Bliss=2.55, Synergy_Loewe=-43.7, Synergy_HSA=0.144. (2) Drug 1: C(=O)(N)NO. Drug 2: COCCOC1=C(C=C2C(=C1)C(=NC=N2)NC3=CC=CC(=C3)C#C)OCCOC.Cl. Cell line: UO-31. Synergy scores: CSS=5.01, Synergy_ZIP=0.505, Synergy_Bliss=-0.258, Synergy_Loewe=-4.33, Synergy_HSA=-2.08. (3) Drug 1: CN1CCC(CC1)COC2=C(C=C3C(=C2)N=CN=C3NC4=C(C=C(C=C4)Br)F)OC. Drug 2: C1=C(C(=O)NC(=O)N1)N(CCCl)CCCl. Cell line: NCI-H460. Synergy scores: CSS=35.4, Synergy_ZIP=-0.768, Synergy_Bliss=2.09, Synergy_Loewe=-1.96, Synergy_HSA=2.85. (4) Drug 1: CC1OCC2C(O1)C(C(C(O2)OC3C4COC(=O)C4C(C5=CC6=C(C=C35)OCO6)C7=CC(=C(C(=C7)OC)O)OC)O)O. Drug 2: CC(C)(C#N)C1=CC(=CC(=C1)CN2C=NC=N2)C(C)(C)C#N. Cell line: NCI-H226. Synergy scores: CSS=17.6, Synergy_ZIP=-5.03, Synergy_Bliss=0.752, Synergy_Loewe=1.84, Synergy_HSA=2.26. (5) Drug 1: C1CC(C1)(C(=O)O)C(=O)O.[NH2-].[NH2-].[Pt+2]. Drug 2: C1=CC=C(C(=C1)C(C2=CC=C(C=C2)Cl)C(Cl)Cl)Cl. Cell line: A549. Synergy scores: CSS=7.75, Synergy_ZIP=-2.58, Synergy_Bliss=-0.437, Synergy_Loewe=-3.48, Synergy_HSA=-3.20.